The task is: Predict the reaction yield, written as a fraction of the theoretical maximum amount of product (1.0 means a 100% yield; for example, 0.34 means a 34% yield).. This data is from Reaction yield outcomes from USPTO patents with 853,638 reactions. (1) The reactants are CO.[H-].[Na+].[C:5]([O:12][CH3:13])(=[O:11])[CH2:6][C:7]([O:9][CH3:10])=[O:8].Br[CH2:15][C:16]1[CH:21]=[CH:20][CH:19]=[C:18]([N+:22]([O-:24])=[O:23])[C:17]=1[CH2:25]Br. The catalyst is CCOCC. The product is [CH3:10][O:9][C:7]([C:6]1([C:5]([O:12][CH3:13])=[O:11])[CH2:25][C:17]2[C:16](=[CH:21][CH:20]=[CH:19][C:18]=2[N+:22]([O-:24])=[O:23])[CH2:15]1)=[O:8]. The yield is 0.670. (2) The reactants are [CH2:1]([O:3][C:4](=[O:18])[C:5]1[C:10]([N+:11]([O-:13])=[O:12])=[CH:9][CH:8]=[C:7]([CH3:14])[C:6]=1[N+:15]([O-:17])=[O:16])[CH3:2].CO[CH:21]([N:24]([CH3:26])[CH3:25])OC. The catalyst is CN(C=O)C. The product is [CH2:1]([O:3][C:4](=[O:18])[C:5]1[C:10]([N+:11]([O-:13])=[O:12])=[CH:9][CH:8]=[C:7]([CH:14]=[CH:21][N:24]([CH3:26])[CH3:25])[C:6]=1[N+:15]([O-:17])=[O:16])[CH3:2]. The yield is 0.580. (3) The reactants are [CH2:1]([N:8]1[CH2:14][CH2:13][O:12][C:11]2[CH:15]=[CH:16][C:17]([C:19](OC)=[O:20])=[CH:18][C:10]=2[S:9]1(=[O:24])=[O:23])[C:2]1[CH:7]=[CH:6][CH:5]=[CH:4][CH:3]=1.[OH-:25].[Na+].[NH2:27]O.Cl. The catalyst is CO.C1COCC1. The product is [CH2:1]([N:8]1[CH2:14][CH2:13][O:12][C:11]2[CH:15]=[CH:16][C:17]([C:19]([NH:27][OH:25])=[O:20])=[CH:18][C:10]=2[S:9]1(=[O:24])=[O:23])[C:2]1[CH:7]=[CH:6][CH:5]=[CH:4][CH:3]=1. The yield is 0.110. (4) The reactants are C([BH3-])#N.[Na+].CO[C:7]1[C:13]2[CH:14]=[CH:15][CH:16]=[CH:17][C:12]=2[CH2:11][CH2:10][CH:9]([C:18]([O:20][C:21]([CH3:24])([CH3:23])[CH3:22])=[O:19])[N:8]=1.[OH-].[Na+]. The catalyst is C(O)(=O)C.C(OCC)(=O)C. The product is [CH2:7]1[C:13]2[CH:14]=[CH:15][CH:16]=[CH:17][C:12]=2[CH2:11][CH2:10][CH:9]([C:18]([O:20][C:21]([CH3:24])([CH3:23])[CH3:22])=[O:19])[NH:8]1. The yield is 0.755. (5) The reactants are [CH3:1][N:2]([C:18]1[CH:19]=[CH:20][CH:21]=[C:22]2[C:26]=1[NH:25][C:24]([C:27]1[S:28][CH:29]=[CH:30][N:31]=1)=[CH:23]2)[S:3]([C:6]1[CH:10]=[CH:9][S:8][C:7]=1[CH2:11][S:12][CH2:13][C:14]([O:16]C)=[O:15])(=[O:5])=[O:4].[OH-].[Na+]. The catalyst is CO.O1CCCC1. The product is [CH3:1][N:2]([C:18]1[CH:19]=[CH:20][CH:21]=[C:22]2[C:26]=1[NH:25][C:24]([C:27]1[S:28][CH:29]=[CH:30][N:31]=1)=[CH:23]2)[S:3]([C:6]1[CH:10]=[CH:9][S:8][C:7]=1[CH2:11][S:12][CH2:13][C:14]([OH:16])=[O:15])(=[O:5])=[O:4]. The yield is 0.960. (6) The reactants are [Cl:1][C:2]1[CH:3]=[C:4]([C:12]2[N:16]=[C:15]([C:17]3[CH:25]=[CH:24][CH:23]=[C:22]4[C:18]=3[CH:19]=[CH:20][NH:21]4)[O:14][N:13]=2)[CH:5]=[CH:6][C:7]=1[O:8][CH:9]([CH3:11])[CH3:10].[H-].[Na+].Br[CH2:29][CH2:30][CH2:31][C:32]([O:34][C:35]([CH3:38])([CH3:37])[CH3:36])=[O:33]. The catalyst is CN(C=O)C. The product is [Cl:1][C:2]1[CH:3]=[C:4]([C:12]2[N:16]=[C:15]([C:17]3[CH:25]=[CH:24][CH:23]=[C:22]4[C:18]=3[CH:19]=[CH:20][N:21]4[CH2:29][CH2:30][CH2:31][C:32]([O:34][C:35]([CH3:38])([CH3:37])[CH3:36])=[O:33])[O:14][N:13]=2)[CH:5]=[CH:6][C:7]=1[O:8][CH:9]([CH3:11])[CH3:10]. The yield is 0.930. (7) The reactants are [F:1][C:2]1([CH2:26]O)[CH2:7][CH2:6][N:5]([C:8]2[CH:13]=[CH:12][C:11]([N:14]3[CH2:18][C@H:17]([CH2:19][NH:20][C:21](=[O:23])[CH3:22])[O:16][C:15]3=[O:24])=[CH:10][C:9]=2[F:25])[CH2:4][CH2:3]1.CCN(S(F)(F)[F:34])CC. The catalyst is COCCOCCOC. The product is [F:1][C:2]1([CH2:26][F:34])[CH2:7][CH2:6][N:5]([C:8]2[CH:13]=[CH:12][C:11]([N:14]3[CH2:18][C@H:17]([CH2:19][NH:20][C:21](=[O:23])[CH3:22])[O:16][C:15]3=[O:24])=[CH:10][C:9]=2[F:25])[CH2:4][CH2:3]1. The yield is 0.240. (8) No catalyst specified. The yield is 0.910. The product is [CH3:44][CH:28]([CH2:29][N:30]1[CH:34]=[C:33]([B:35]2[O:39][C:38]([CH3:41])([CH3:40])[C:37]([CH3:42])([CH3:43])[O:36]2)[CH:32]=[N:31]1)[CH2:27][OH:26]. The reactants are CC1(C)C(C)(C)OB(C2C=NN(CCCO)C=2)O1.C([O:26][CH2:27][CH:28]([CH3:44])[CH2:29][N:30]1[CH:34]=[C:33]([B:35]2[O:39][C:38]([CH3:41])([CH3:40])[C:37]([CH3:43])([CH3:42])[O:36]2)[CH:32]=[N:31]1)C1C=CC=CC=1.